From a dataset of Full USPTO retrosynthesis dataset with 1.9M reactions from patents (1976-2016). Predict the reactants needed to synthesize the given product. (1) Given the product [C:11]([O:10][C:8]([N:5]1[CH2:6][CH2:7][C@H:3]([CH2:2][N:1]2[C:26]3[C:25](=[CH:30][C:29]([I:31])=[CH:28][CH:27]=3)[C:24](=[O:33])[C:18]([C:19]([O:21][CH2:22][CH3:23])=[O:20])=[CH:17]2)[CH2:4]1)=[O:9])([CH3:14])([CH3:13])[CH3:12], predict the reactants needed to synthesize it. The reactants are: [NH2:1][CH2:2][C@H:3]1[CH2:7][CH2:6][N:5]([C:8]([O:10][C:11]([CH3:14])([CH3:13])[CH3:12])=[O:9])[CH2:4]1.CN(C)/[CH:17]=[C:18](/[C:24](=[O:33])[C:25]1[CH:30]=[C:29]([I:31])[CH:28]=[CH:27][C:26]=1F)\[C:19]([O:21][CH2:22][CH3:23])=[O:20].C(=O)([O-])[O-].[K+].[K+]. (2) Given the product [CH:44]1([C:2]2[C:3]([CH2:18][NH:19][C:20]([C@H:22]3[N:26]([C:27]([O:29][C:30]([CH3:33])([CH3:32])[CH3:31])=[O:28])[C@@H:25]([CH3:34])[C@H:24]([F:35])[CH2:23]3)=[O:21])=[CH:4][C:5]([C:8]3[CH:9]=[N:10][C:11]([C:14]([F:17])([F:16])[F:15])=[N:12][CH:13]=3)=[N:6][CH:7]=2)[CH2:43][CH2:38]1, predict the reactants needed to synthesize it. The reactants are: Cl[C:2]1[C:3]([CH2:18][NH:19][C:20]([C@H:22]2[N:26]([C:27]([O:29][C:30]([CH3:33])([CH3:32])[CH3:31])=[O:28])[C@@H:25]([CH3:34])[C@H:24]([F:35])[CH2:23]2)=[O:21])=[CH:4][C:5]([C:8]2[CH:9]=[N:10][C:11]([C:14]([F:17])([F:16])[F:15])=[N:12][CH:13]=2)=[N:6][CH:7]=1.CO[C:38]1C=CC=C(OC)[C:43]=1[C:44]1C=CC=CC=1P(C1CCCCC1)C1CCCCC1.C(=O)([O-])[O-].[K+].[K+].C1(B(O)O)CC1. (3) Given the product [C:1]([O:5][C:6]([N:8]1[CH2:12][CH2:11][CH2:10][C@H:9]1[C:13](=[O:15])[N:18]([O:19][CH3:20])[CH3:17])=[O:7])([CH3:2])([CH3:3])[CH3:4], predict the reactants needed to synthesize it. The reactants are: [C:1]([O:5][C:6]([N:8]1[CH2:12][CH2:11][CH2:10][C@H:9]1[C:13]([OH:15])=O)=[O:7])([CH3:4])([CH3:3])[CH3:2].Cl.[CH3:17][NH:18][O:19][CH3:20].C(N(C(C)C)CC)(C)C.F[P-](F)(F)(F)(F)F.N1(OC(N(C)C)=[N+](C)C)C2N=CC=CC=2N=N1. (4) Given the product [Cl:18][C:19]1[CH:25]=[CH:24][C:23]([OH:26])=[CH:22][C:20]=1[NH:21][C:2]1[CH:7]=[C:6]([C:8]([F:11])([F:10])[F:9])[N:5]=[C:4]([C:12]2[CH:17]=[N:16][CH:15]=[CH:14][N:13]=2)[N:3]=1, predict the reactants needed to synthesize it. The reactants are: Cl[C:2]1[CH:7]=[C:6]([C:8]([F:11])([F:10])[F:9])[N:5]=[C:4]([C:12]2[CH:17]=[N:16][CH:15]=[CH:14][N:13]=2)[N:3]=1.[Cl:18][C:19]1[CH:25]=[CH:24][C:23]([OH:26])=[CH:22][C:20]=1[NH2:21]. (5) Given the product [CH3:35][O:36][C:37](=[O:41])[CH2:38][CH2:39][NH:40][C:7](=[O:9])[C:6]1[CH:5]=[CH:4][C:3]([CH:1]=[O:2])=[CH:11][CH:10]=1, predict the reactants needed to synthesize it. The reactants are: [CH:1]([C:3]1[CH:11]=[CH:10][C:6]([C:7]([OH:9])=O)=[CH:5][CH:4]=1)=[O:2].ON1C2C=CC=CC=2N=N1.Cl.CN(C)CCCN=C=NCC.Cl.[CH3:35][O:36][C:37](=[O:41])[CH2:38][CH2:39][NH2:40].